From a dataset of Full USPTO retrosynthesis dataset with 1.9M reactions from patents (1976-2016). Predict the reactants needed to synthesize the given product. Given the product [CH2:25]([O:28][N:19]1[C:4](=[O:5])[C:6]2[S:7][CH:8]=[CH:9][C:10]=2[NH:11][C:17]1=[O:18])[CH:26]=[CH2:27], predict the reactants needed to synthesize it. The reactants are: C(O[C:4]([C:6]1[S:7][CH:8]=[CH:9][C:10]=1[NH2:11])=[O:5])C.C1N=CN([C:17]([N:19]2C=NC=C2)=[O:18])C=1.Cl.[CH2:25]([O:28]N)[CH:26]=[CH2:27].CCN(CC)CC.